This data is from Full USPTO retrosynthesis dataset with 1.9M reactions from patents (1976-2016). The task is: Predict the reactants needed to synthesize the given product. (1) The reactants are: [Br:1]Br.[F:3][C:4]1[CH:9]=[CH:8][C:7]([C:10]2[O:22][C:13]3[CH:14]=[CH:15][C:16]4[O:20][CH:19]([CH3:21])[CH2:18][C:17]=4[C:12]=3[C:11]=2[C:23]([NH:25][CH3:26])=[O:24])=[CH:6][CH:5]=1.[O-]S([O-])(=S)=O.[Na+].[Na+]. Given the product [Br:1][C:15]1[C:16]2[O:20][CH:19]([CH3:21])[CH2:18][C:17]=2[C:12]2[C:11]([C:23]([NH:25][CH3:26])=[O:24])=[C:10]([C:7]3[CH:8]=[CH:9][C:4]([F:3])=[CH:5][CH:6]=3)[O:22][C:13]=2[CH:14]=1, predict the reactants needed to synthesize it. (2) The reactants are: Cl[C:2]1[CH:3]=[CH:4][C:5]2[N:6]([CH:8]=[C:9]([CH3:11])[N:10]=2)[N:7]=1.[CH2:12]([Mg]Br)[CH3:13].O.Cl. Given the product [CH2:12]([C:2]1[CH:3]=[CH:4][C:5]2[N:6]([CH:8]=[C:9]([CH3:11])[N:10]=2)[N:7]=1)[CH3:13], predict the reactants needed to synthesize it. (3) Given the product [F:1][C:2]1[CH:3]=[CH:4][C:5]([C:8]2[N:9]=[C:10]([CH:13]([CH3:16])[CH2:14][NH:15][C:27](=[O:28])[C:26]3[CH:30]=[CH:31][CH:32]=[C:24]([C:21]4[N:20]=[C:19]([C:18]([F:34])([F:33])[F:17])[O:23][N:22]=4)[CH:25]=3)[S:11][CH:12]=2)=[CH:6][CH:7]=1, predict the reactants needed to synthesize it. The reactants are: [F:1][C:2]1[CH:7]=[CH:6][C:5]([C:8]2[N:9]=[C:10]([CH:13]([CH3:16])[CH2:14][NH2:15])[S:11][CH:12]=2)=[CH:4][CH:3]=1.[F:17][C:18]([F:34])([F:33])[C:19]1[O:23][N:22]=[C:21]([C:24]2[CH:25]=[C:26]([CH:30]=[CH:31][CH:32]=2)[C:27](O)=[O:28])[N:20]=1.Cl.CN(C)CCCN=C=NCC.ON1C2C=CC=CC=2N=N1.C(N(C(C)C)CC)(C)C. (4) Given the product [CH3:11][O:12][CH2:13][O:14][C:15]1[CH:20]=[CH:19][CH:18]=[C:17]([O:21][CH2:22][O:23][CH3:24])[C:16]=1[C:25](=[CH2:1])[C:26]([O:28][CH2:29][CH3:30])=[O:27], predict the reactants needed to synthesize it. The reactants are: [CH3:1][Si]([N-][Si](C)(C)C)(C)C.[K+].[CH3:11][O:12][CH2:13][O:14][C:15]1[CH:20]=[CH:19][CH:18]=[C:17]([O:21][CH2:22][O:23][CH3:24])[C:16]=1[C:25](=O)[C:26]([O:28][CH2:29][CH3:30])=[O:27].